Predict the reaction yield, written as a fraction of the theoretical maximum amount of product (1.0 means a 100% yield; for example, 0.34 means a 34% yield). From a dataset of Reaction yield outcomes from USPTO patents with 853,638 reactions. (1) The reactants are [CH3:1][CH2:2][O:3][C:4]([C:6]1[CH:11]([C:12]2[CH:13]=[CH:14][CH:15]=[CH:16][C:17]=2[Cl:18])[C:10]([C:19]([O:21][CH3:22])=[O:20])=[C:9]([CH3:23])[NH:8][C:7]=1[CH2:24][O:25][CH2:26][CH2:27][NH2:28])=[O:5].[NH:29]1[C:33](=[O:34])[CH2:32][CH2:31][C@H:30]1[C:35]([OH:37])=[O:36]. The catalyst is C(OCC)(=O)C. The product is [CH3:1][CH2:2][O:3][C:4]([C:6]1[CH:11]([C:12]2[CH:13]=[CH:14][CH:15]=[CH:16][C:17]=2[Cl:18])[C:10]([C:19]([O:21][CH3:22])=[O:20])=[C:9]([CH3:23])[NH:8][C:7]=1[CH2:24][O:25][CH2:26][CH2:27][NH2:28])=[O:5].[NH:29]1[C:33](=[O:34])[CH2:32][CH2:31][C@H:30]1[C:35]([O-:37])=[O:36]. The yield is 0.953. (2) The reactants are [CH:1]1([CH:6]([NH:17][C:18]2[CH:23]=[CH:22][C:21]([C:24]([NH:26][CH2:27][CH2:28][C:29]([O:31]CC)=[O:30])=[O:25])=[CH:20][CH:19]=2)[C:7]2[S:8][C:9]3[CH:16]=[CH:15][CH:14]=[CH:13][C:10]=3[C:11]=2[CH3:12])[CH2:5][CH2:4][CH2:3][CH2:2]1.O1CCCC1.[OH-].[Na+]. The catalyst is C(O)C. The product is [CH:1]1([CH:6]([NH:17][C:18]2[CH:23]=[CH:22][C:21]([C:24]([NH:26][CH2:27][CH2:28][C:29]([OH:31])=[O:30])=[O:25])=[CH:20][CH:19]=2)[C:7]2[S:8][C:9]3[CH:16]=[CH:15][CH:14]=[CH:13][C:10]=3[C:11]=2[CH3:12])[CH2:5][CH2:4][CH2:3][CH2:2]1. The yield is 0.890. (3) The reactants are [CH3:1][O:2][C:3]1[CH:12]=[C:11]([CH3:13])[CH:10]=[CH:9][C:4]=1[C:5]([O:7][CH3:8])=[O:6].[Br:14]Br. The catalyst is C(Cl)(Cl)(Cl)Cl.[W]. The product is [CH3:1][O:2][C:3]1[CH:12]=[C:11]([CH2:13][Br:14])[CH:10]=[CH:9][C:4]=1[C:5]([O:7][CH3:8])=[O:6]. The yield is 0.960. (4) No catalyst specified. The product is [CH2:1]([O:3][C:4](=[O:24])[CH2:5][CH:6]1[O:10][B:9]([OH:11])[C:8]2[CH:12]=[C:13]([O:16][C:17]3[CH:22]=[CH:21][N:20]=[C:19]([NH:32][CH2:25][C:26]4[CH:31]=[CH:30][CH:29]=[CH:28][CH:27]=4)[N:18]=3)[CH:14]=[CH:15][C:7]1=2)[CH3:2]. The reactants are [CH2:1]([O:3][C:4](=[O:24])[CH2:5][CH:6]1[O:10][B:9]([OH:11])[C:8]2[CH:12]=[C:13]([O:16][C:17]3[CH:22]=[CH:21][N:20]=[C:19](Cl)[N:18]=3)[CH:14]=[CH:15][C:7]1=2)[CH3:2].[CH2:25]([NH2:32])[C:26]1[CH:31]=[CH:30][CH:29]=[CH:28][CH:27]=1. The yield is 0.690. (5) The reactants are [N:1]1([CH2:7][C:8]2[CH:13]=[CH:12][C:11]([CH:14]3[CH2:19][CH2:18][N:17]([C:20]4[CH:28]=[CH:27][C:23]([C:24](O)=[O:25])=[CH:22][CH:21]=4)[CH2:16][CH2:15]3)=[CH:10][CH:9]=2)[CH2:6][CH2:5][O:4][CH2:3][CH2:2]1.CN(C(ON1N=NC2C=CC=NC1=2)=[N+](C)C)C.F[P-](F)(F)(F)(F)F.CCN(C(C)C)C(C)C.[NH2:62][C@H:63]([C:67]([O:69][CH3:70])=[O:68])[C@@H:64]([CH3:66])[OH:65].Cl. The catalyst is CN(C=O)C.CCOC(C)=O. The product is [CH3:70][O:69][C:67](=[O:68])[C@@H:63]([NH:62][C:24](=[O:25])[C:23]1[CH:27]=[CH:28][C:20]([N:17]2[CH2:16][CH2:15][CH:14]([C:11]3[CH:12]=[CH:13][C:8]([CH2:7][N:1]4[CH2:2][CH2:3][O:4][CH2:5][CH2:6]4)=[CH:9][CH:10]=3)[CH2:19][CH2:18]2)=[CH:21][CH:22]=1)[C@H:64]([OH:65])[CH3:66]. The yield is 0.990. (6) The product is [Cl:1][C:2]1[CH:3]=[C:4]([C@H:9]([O:23][CH2:27][C:28]#[N:29])[C@@H:10]2[CH2:15][CH2:14][CH2:13][N:12]([C:16]([O:18][C:19]([CH3:20])([CH3:22])[CH3:21])=[O:17])[CH2:11]2)[CH:5]=[C:6]([F:8])[CH:7]=1. The reactants are [Cl:1][C:2]1[CH:3]=[C:4]([C@H:9]([OH:23])[C@@H:10]2[CH2:15][CH2:14][CH2:13][N:12]([C:16]([O:18][C:19]([CH3:22])([CH3:21])[CH3:20])=[O:17])[CH2:11]2)[CH:5]=[C:6]([F:8])[CH:7]=1.[H-].[Na+].Br[CH2:27][C:28]#[N:29]. The yield is 1.00. The catalyst is CC#N.